Predict the product of the given reaction. From a dataset of Forward reaction prediction with 1.9M reactions from USPTO patents (1976-2016). Given the reactants [H-].[Na+].[CH3:3][S:4]([NH2:7])(=[O:6])=[O:5].[CH3:8][C:9]1([CH3:34])[CH2:18][C:17]2[C:12](=[CH:13][CH:14]=[C:15]([C:19](O)=[O:20])[CH:16]=2)[NH:11][CH:10]1[C:22]1[CH:27]=[CH:26][CH:25]=[C:24]([N:28]2[CH2:33][CH2:32][NH:31][CH2:30][CH2:29]2)[CH:23]=1.C(N1C=CN=C1)(N1C=CN=C1)=O, predict the reaction product. The product is: [CH3:8][C:9]1([CH3:34])[CH2:18][C:17]2[C:12](=[CH:13][CH:14]=[C:15]([C:19]([NH:7][S:4]([CH3:3])(=[O:6])=[O:5])=[O:20])[CH:16]=2)[NH:11][CH:10]1[C:22]1[CH:27]=[CH:26][CH:25]=[C:24]([N:28]2[CH2:33][CH2:32][NH:31][CH2:30][CH2:29]2)[CH:23]=1.